Dataset: Catalyst prediction with 721,799 reactions and 888 catalyst types from USPTO. Task: Predict which catalyst facilitates the given reaction. (1) Reactant: [CH2:1]([O:8][C:9](=[O:18])[NH:10][CH:11]1[CH2:16][CH2:15][CH2:14][C:13](=O)[CH2:12]1)[C:2]1[CH:7]=[CH:6][CH:5]=[CH:4][CH:3]=1.C1(C)C=CC=CC=1.C(OC([N:35]([CH3:37])C)N(C)C)(C)(C)C.O.[NH2:39]N. Product: [CH2:1]([O:8][C:9](=[O:18])[NH:10][CH:11]1[CH2:16][CH2:15][CH2:14][C:13]2[NH:39][N:35]=[CH:37][C:12]1=2)[C:2]1[CH:7]=[CH:6][CH:5]=[CH:4][CH:3]=1. The catalyst class is: 5. (2) Reactant: CN([CH:4]=[O:5])C.[CH3:6][N+](C)=CCl.[Cl-:11].[CH3:12][C:13]([NH:15][C:16]1[CH:21]=[CH:20][C:19]([F:22])=[C:18]([F:23])[CH:17]=1)=O. Product: [Cl:11][C:13]1[C:12]([CH:4]=[O:5])=[CH:6][C:21]2[C:16](=[CH:17][C:18]([F:23])=[C:19]([F:22])[CH:20]=2)[N:15]=1. The catalyst class is: 286. (3) Reactant: [CH:1]([C:4]1[CH:5]=[C:6]([C@@H:10]([NH:12][C:13]([C:15]2[CH:16]=[C:17]3[C:21](=[CH:22][CH:23]=2)[N:20]([CH2:24][C:25]2[CH:30]=[CH:29][C:28]([C:31]4[CH:36]=[CH:35][CH:34]=[CH:33][C:32]=4[S:37](=[O:40])(=[O:39])[NH2:38])=[CH:27][CH:26]=2)[C:19]([CH3:41])=[C:18]3[CH3:42])=[O:14])[CH3:11])[CH:7]=[CH:8][CH:9]=1)([CH3:3])[CH3:2].[C:43](Cl)(=[O:45])[CH3:44]. Product: [C:43]([NH:38][S:37]([C:32]1[CH:33]=[CH:34][CH:35]=[CH:36][C:31]=1[C:28]1[CH:29]=[CH:30][C:25]([CH2:24][N:20]2[C:21]3[C:17](=[CH:16][C:15]([C:13]([NH:12][C@H:10]([C:6]4[CH:7]=[CH:8][CH:9]=[C:4]([CH:1]([CH3:3])[CH3:2])[CH:5]=4)[CH3:11])=[O:14])=[CH:23][CH:22]=3)[C:18]([CH3:42])=[C:19]2[CH3:41])=[CH:26][CH:27]=1)(=[O:39])=[O:40])(=[O:45])[CH3:44]. The catalyst class is: 2. (4) Reactant: [CH2:1]([NH2:5])[CH2:2][CH2:3][CH3:4].C(N(C(C)C)CC)(C)C.Cl[C:16]1[N:21]2[N:22]=[C:23]([C:32]3[CH:37]=[CH:36][CH:35]=[CH:34][C:33]=3[Cl:38])[C:24]([C:25]3[CH:30]=[CH:29][C:28]([Cl:31])=[CH:27][CH:26]=3)=[C:20]2[N:19]=[C:18]([CH3:39])[N:17]=1.O. Product: [CH2:1]([NH:5][C:16]1[N:21]2[N:22]=[C:23]([C:32]3[CH:37]=[CH:36][CH:35]=[CH:34][C:33]=3[Cl:38])[C:24]([C:25]3[CH:30]=[CH:29][C:28]([Cl:31])=[CH:27][CH:26]=3)=[C:20]2[N:19]=[C:18]([CH3:39])[N:17]=1)[CH2:2][CH2:3][CH3:4]. The catalyst class is: 3. (5) Reactant: [NH2:1][C:2]1[N:7]=[C:6]([N:8]2[C@H:13]([CH3:14])[CH2:12][CH2:11][C@H:10]([C:15](O)=[O:16])[CH2:9]2)[CH:5]=[C:4]([C:18]2[CH:23]=[CH:22][C:21]([C:24]#[N:25])=[C:20]([F:26])[CH:19]=2)[N:3]=1.CN(C(ON1N=NC2C=CC=NC1=2)=[N+](C)C)C.F[P-](F)(F)(F)(F)F.CCN(C(C)C)C(C)C.[F:60][C:61]1[CH:66]=[CH:65][C:64]([CH2:67][NH2:68])=[CH:63][CH:62]=1. Product: [NH2:1][C:2]1[N:7]=[C:6]([N:8]2[C@H:13]([CH3:14])[CH2:12][CH2:11][C@H:10]([C:15]([NH:68][CH2:67][C:64]3[CH:65]=[CH:66][C:61]([F:60])=[CH:62][CH:63]=3)=[O:16])[CH2:9]2)[CH:5]=[C:4]([C:18]2[CH:23]=[CH:22][C:21]([C:24]#[N:25])=[C:20]([F:26])[CH:19]=2)[N:3]=1. The catalyst class is: 3.